From a dataset of Full USPTO retrosynthesis dataset with 1.9M reactions from patents (1976-2016). Predict the reactants needed to synthesize the given product. (1) Given the product [NH2:37][S:34]([NH:1][CH2:2][CH2:3][C@@:4]1([C:27]2[CH:28]=[CH:29][C:30]([F:33])=[CH:31][CH:32]=2)[O:9][C:8](=[O:10])[N:7]([C@H:11]([C:13]2[CH:14]=[CH:15][C:16]([C:19]3[CH:24]=[CH:23][C:22]([F:25])=[CH:21][C:20]=3[F:26])=[CH:17][CH:18]=2)[CH3:12])[CH2:6][CH2:5]1)(=[O:36])=[O:35], predict the reactants needed to synthesize it. The reactants are: [NH2:1][CH2:2][CH2:3][C@@:4]1([C:27]2[CH:32]=[CH:31][C:30]([F:33])=[CH:29][CH:28]=2)[O:9][C:8](=[O:10])[N:7]([C@H:11]([C:13]2[CH:18]=[CH:17][C:16]([C:19]3[CH:24]=[CH:23][C:22]([F:25])=[CH:21][C:20]=3[F:26])=[CH:15][CH:14]=2)[CH3:12])[CH2:6][CH2:5]1.[S:34](N)([NH2:37])(=[O:36])=[O:35]. (2) Given the product [C:3]([OH:5])(=[O:2])[CH3:4].[CH2:6]([C:8]([C:26]1[S:30][C:29]([S:31]([NH2:34])(=[O:33])=[O:32])=[C:28]([CH3:35])[CH:27]=1)([C:11]1[CH:16]=[CH:15][C:14]([O:17][CH2:18][CH:19]([OH:24])[C:20]([CH3:22])([CH3:23])[CH3:21])=[C:13]([CH3:25])[CH:12]=1)[CH2:9][CH3:10])[CH3:7], predict the reactants needed to synthesize it. The reactants are: C[O:2][C:3](=[O:5])[CH3:4].[CH2:6]([C:8]([C:26]1[S:30][C:29]([S:31]([NH2:34])(=[O:33])=[O:32])=[C:28]([CH3:35])[CH:27]=1)([C:11]1[CH:16]=[CH:15][C:14]([O:17][CH2:18][CH:19]([OH:24])[C:20]([CH3:23])([CH3:22])[CH3:21])=[C:13]([CH3:25])[CH:12]=1)[CH2:9][CH3:10])[CH3:7].[Li+].[OH-]. (3) Given the product [C:1]([C:3]1[C:4]([O:40][CH3:41])=[C:5]([CH2:13][N:14]([CH3:39])[C:15](=[O:38])[CH:16]([C:17]2[CH:22]=[CH:21][CH:20]=[C:19]([O:23][CH3:24])[CH:18]=2)[N:25]2[CH2:30][CH2:29][NH:28][CH2:27][CH2:26]2)[C:6]2[C:11]([CH:12]=1)=[CH:10][CH:9]=[CH:8][CH:7]=2)#[N:2], predict the reactants needed to synthesize it. The reactants are: [C:1]([C:3]1[C:4]([O:40][CH3:41])=[C:5]([CH2:13][N:14]([CH3:39])[C:15](=[O:38])[CH:16]([N:25]2[CH2:30][CH2:29][N:28](C(OC(C)(C)C)=O)[CH2:27][CH2:26]2)[C:17]2[CH:22]=[CH:21][CH:20]=[C:19]([O:23][CH3:24])[CH:18]=2)[C:6]2[C:11]([CH:12]=1)=[CH:10][CH:9]=[CH:8][CH:7]=2)#[N:2].C(O)(C(F)(F)F)=O. (4) Given the product [CH3:2][C:1]([NH:5][CH2:6][C@@H:7]1[O:11][C:10](=[O:12])[N:9]([C:13]2[CH:18]=[CH:17][C:16]([N:19]3[CH2:20][CH2:21][O:22][CH2:23][CH2:24]3)=[C:15]([F:25])[CH:14]=2)[CH2:8]1)=[O:3], predict the reactants needed to synthesize it. The reactants are: [C:1](O)(=[O:3])[CH3:2].[NH2:5][CH2:6][C@@H:7]1[O:11][C:10](=[O:12])[N:9]([C:13]2[CH:18]=[CH:17][C:16]([N:19]3[CH2:24][CH2:23][O:22][CH2:21][CH2:20]3)=[C:15]([F:25])[CH:14]=2)[CH2:8]1.C(OC(=O)C)(=O)C. (5) Given the product [C:13]1([C:12]#[C:11][C:8]2[CH:7]=[N:6][C:5]([O:19][CH2:20][C@H:21]3[CH2:24][C@H:23]([OH:25])[CH2:22]3)=[N:10][CH:9]=2)[CH:18]=[CH:17][CH:16]=[CH:15][CH:14]=1, predict the reactants needed to synthesize it. The reactants are: CS([C:5]1[N:10]=[CH:9][C:8]([C:11]#[C:12][C:13]2[CH:18]=[CH:17][CH:16]=[CH:15][CH:14]=2)=[CH:7][N:6]=1)(=O)=O.[OH:19][CH2:20][CH:21]1[CH2:24][CH:23]([OH:25])[CH2:22]1. (6) Given the product [NH:21]1[C:29]2[C:24](=[C:25]([C:2]3[N:7]=[C:6]4[N:8]([CH3:11])[N:9]=[CH:10][C:5]4=[C:4]([NH:12][C:13]4[CH:18]=[CH:17][CH:16]=[C:15]([O:19][CH3:20])[CH:14]=4)[N:3]=3)[CH:26]=[CH:27][CH:28]=2)[CH:23]=[N:22]1, predict the reactants needed to synthesize it. The reactants are: Cl[C:2]1[N:7]=[C:6]2[N:8]([CH3:11])[N:9]=[CH:10][C:5]2=[C:4]([NH:12][C:13]2[CH:18]=[CH:17][CH:16]=[C:15]([O:19][CH3:20])[CH:14]=2)[N:3]=1.[NH:21]1[C:29]2[C:24](=[CH:25][CH:26]=[CH:27][CH:28]=2)[C:23](B2OC(C)(C)C(C)(C)O2)=[N:22]1. (7) Given the product [CH2:22]([N:21]1[C:3]2=[C:2]([NH:1][S:32]([CH:29]3[CH2:31][CH2:30]3)(=[O:34])=[O:33])[C:7]([NH:8][C:9]3[CH:14]=[CH:13][C:12]([I:15])=[CH:11][C:10]=3[F:16])=[C:6]([CH3:17])[C:5](=[O:18])[N:4]2[CH2:19][CH2:20]1)[C:23]1[CH:24]=[CH:25][CH:26]=[CH:27][CH:28]=1, predict the reactants needed to synthesize it. The reactants are: [NH2:1][C:2]1[C:7]([NH:8][C:9]2[CH:14]=[CH:13][C:12]([I:15])=[CH:11][C:10]=2[F:16])=[C:6]([CH3:17])[C:5](=[O:18])[N:4]2[CH2:19][CH2:20][N:21]([CH2:22][C:23]3[CH:28]=[CH:27][CH:26]=[CH:25][CH:24]=3)[C:3]=12.[CH:29]1([S:32](Cl)(=[O:34])=[O:33])[CH2:31][CH2:30]1. (8) Given the product [Cl:8][C:6]1[C:5]([C:9]#[N:10])=[CH:4][N:3]=[C:2]([NH:11][C:12]([CH3:22])([CH3:21])[C:13]([NH:15][CH2:16][C:17]([F:18])([F:19])[F:20])=[O:14])[N:7]=1, predict the reactants needed to synthesize it. The reactants are: Cl[C:2]1[N:7]=[C:6]([Cl:8])[C:5]([C:9]#[N:10])=[CH:4][N:3]=1.[NH2:11][C:12]([CH3:22])([CH3:21])[C:13]([NH:15][CH2:16][C:17]([F:20])([F:19])[F:18])=[O:14].CCN(C(C)C)C(C)C. (9) Given the product [F:1][C:2]1[CH:7]=[C:6]([F:8])[CH:5]=[CH:4][C:3]=1[CH2:9][CH2:10][C:11]1[CH:12]=[CH:13][C:14]([S:17]([C:20]2[CH:25]=[CH:24][C:23]([C:27]#[N:28])=[CH:22][CH:21]=2)(=[O:18])=[O:19])=[CH:15][CH:16]=1, predict the reactants needed to synthesize it. The reactants are: [F:1][C:2]1[CH:7]=[C:6]([F:8])[CH:5]=[CH:4][C:3]=1[CH2:9][CH2:10][C:11]1[CH:16]=[CH:15][C:14]([S:17]([C:20]2[CH:25]=[CH:24][C:23](F)=[CH:22][CH:21]=2)(=[O:19])=[O:18])=[CH:13][CH:12]=1.[C-:27]#[N:28].[Na+].